Dataset: NCI-60 drug combinations with 297,098 pairs across 59 cell lines. Task: Regression. Given two drug SMILES strings and cell line genomic features, predict the synergy score measuring deviation from expected non-interaction effect. Drug 1: C1CCC(CC1)NC(=O)N(CCCl)N=O. Drug 2: C1=CC(=CC=C1C#N)C(C2=CC=C(C=C2)C#N)N3C=NC=N3. Cell line: M14. Synergy scores: CSS=-1.82, Synergy_ZIP=-0.159, Synergy_Bliss=-1.44, Synergy_Loewe=-2.97, Synergy_HSA=-3.07.